Dataset: Catalyst prediction with 721,799 reactions and 888 catalyst types from USPTO. Task: Predict which catalyst facilitates the given reaction. (1) Reactant: [C:1]([C:3]1[CH:4]=[C:5]([CH:10]=[C:11]([O:13][CH2:14][CH3:15])[CH:12]=1)[C:6]([O:8][CH3:9])=[O:7])#[N:2].[N-:16]=[N+:17]=[N-:18].[Na+].Cl.C(N(CC)CC)C.[OH-].[Na+]. Product: [CH2:14]([O:13][C:11]1[CH:10]=[C:5]([CH:4]=[C:3]([C:1]2[NH:18][N:17]=[N:16][N:2]=2)[CH:12]=1)[C:6]([O:8][CH3:9])=[O:7])[CH3:15]. The catalyst class is: 3. (2) Reactant: [CH:1]1([CH2:4][O:5][C:6]2[CH:7]=[C:8]([CH2:15][C:16]([O:18][CH2:19][CH3:20])=[O:17])[CH:9]=[CH:10][C:11]=2[N+:12]([O-:14])=[O:13])[CH2:3][CH2:2]1.[H-].[Na+].[CH:23]1([CH2:26]Br)[CH2:25][CH2:24]1.[NH4+].[Cl-]. Product: [CH:23]1([CH2:26][CH:15]([C:8]2[CH:9]=[CH:10][C:11]([N+:12]([O-:14])=[O:13])=[C:6]([O:5][CH2:4][CH:1]3[CH2:2][CH2:3]3)[CH:7]=2)[C:16]([O:18][CH2:19][CH3:20])=[O:17])[CH2:25][CH2:24]1. The catalyst class is: 3.